The task is: Regression. Given a peptide amino acid sequence and an MHC pseudo amino acid sequence, predict their binding affinity value. This is MHC class I binding data.. This data is from Peptide-MHC class I binding affinity with 185,985 pairs from IEDB/IMGT. (1) The peptide sequence is FLMPFMHYIV. The MHC is HLA-A02:01 with pseudo-sequence HLA-A02:01. The binding affinity (normalized) is 0.936. (2) The peptide sequence is VQGYERIMY. The MHC is HLA-B15:02 with pseudo-sequence HLA-B15:02. The binding affinity (normalized) is 0.0847. (3) The peptide sequence is IPMATYGWNL. The MHC is HLA-B07:02 with pseudo-sequence HLA-B07:02. The binding affinity (normalized) is 0.724. (4) The peptide sequence is ALINDQLIM. The MHC is HLA-A68:02 with pseudo-sequence HLA-A68:02. The binding affinity (normalized) is 0.213.